From a dataset of Reaction yield outcomes from USPTO patents with 853,638 reactions. Predict the reaction yield, written as a fraction of the theoretical maximum amount of product (1.0 means a 100% yield; for example, 0.34 means a 34% yield). (1) The reactants are Br[CH2:2][C:3]([C:5]1[CH:15]=[CH:14][CH:13]=[CH:12][C:6]=1[C:7]([O:9][CH2:10][CH3:11])=[O:8])=O.[S:16]1[CH:20]=[CH:19][N:18]=[C:17]1[NH2:21]. The catalyst is CCO.O. The product is [S:16]1[CH:20]=[CH:19][N:18]2[CH:2]=[C:3]([C:5]3[CH:15]=[CH:14][CH:13]=[CH:12][C:6]=3[C:7]([O:9][CH2:10][CH3:11])=[O:8])[N:21]=[C:17]12. The yield is 0.880. (2) The reactants are [CH3:1][N:2]1[C:7](=[O:8])[C:6]([NH:9][C:10]2[CH:15]=[CH:14][C:13]([N:16]3[CH2:21][CH2:20][N:19]([CH3:22])[CH2:18][CH2:17]3)=[CH:12][N:11]=2)=[CH:5][C:4]([C:23]2[CH:30]=[N:29][CH:28]=[C:27]([N:31]3[CH2:43][CH2:42][N:34]4[C:35]5[CH2:36][CH2:37][CH2:38][CH2:39][C:40]=5[CH:41]=[C:33]4[C:32]3=[O:44])[C:24]=2[CH:25]=[O:26])=[CH:3]1.[BH4-].[Na+]. The catalyst is CO. The product is [OH:26][CH2:25][C:24]1[C:23]([C:4]2[CH:5]=[C:6]([NH:9][C:10]3[CH:15]=[CH:14][C:13]([N:16]4[CH2:17][CH2:18][N:19]([CH3:22])[CH2:20][CH2:21]4)=[CH:12][N:11]=3)[C:7](=[O:8])[N:2]([CH3:1])[CH:3]=2)=[CH:30][N:29]=[CH:28][C:27]=1[N:31]1[CH2:43][CH2:42][N:34]2[C:35]3[CH2:36][CH2:37][CH2:38][CH2:39][C:40]=3[CH:41]=[C:33]2[C:32]1=[O:44]. The yield is 0.200. (3) The reactants are C([O:8][C:9]1[N:14]=[C:13]([C:15]([C:17]2[CH:18]=[C:19]([CH:22]=[C:23]([CH3:25])[CH:24]=2)[C:20]#[N:21])=[O:16])[C:12]([CH2:26][CH3:27])=[C:11]([O:28]CC2C=CC=CC=2)[N:10]=1)C1C=CC=CC=1. The catalyst is C(O)C.C1COCC1.[Pd]. The product is [CH2:26]([C:12]1[C:11](=[O:28])[NH:10][C:9](=[O:8])[NH:14][C:13]=1[C:15]([C:17]1[CH:18]=[C:19]([CH:22]=[C:23]([CH3:25])[CH:24]=1)[C:20]#[N:21])=[O:16])[CH3:27]. The yield is 0.840. (4) The catalyst is C(#N)C.CCOC(C)=O. The reactants are [OH:1][C:2]1([CH:39]=[CH2:40])[CH2:7][CH2:6][N:5]([C:8]2[CH:9]=[CH:10][C:11]([N:14]3[CH:18]=[CH:17][C:16]([CH:19]([C:21]4[CH:38]=[CH:37][C:24]5[N:25](COCC[Si](C)(C)C)[C:26](=[O:28])[S:27][C:23]=5[CH:22]=4)[CH3:20])=[N:15]3)=[N:12][CH:13]=2)[CH2:4][CH2:3]1.[N+](CCCC)(CCCC)(CCCC)CCCC.[F-]. The yield is 0.307. The product is [OH:1][C:2]1([CH:39]=[CH2:40])[CH2:7][CH2:6][N:5]([C:8]2[CH:9]=[CH:10][C:11]([N:14]3[CH:18]=[CH:17][C:16]([CH:19]([C:21]4[CH:38]=[CH:37][C:24]5[NH:25][C:26](=[O:28])[S:27][C:23]=5[CH:22]=4)[CH3:20])=[N:15]3)=[N:12][CH:13]=2)[CH2:4][CH2:3]1. (5) The reactants are [OH:1][C:2]1[C:3]([C:10]([NH:12][C@H:13]2[CH2:21][CH2:20][CH2:19][C@H:18]([O:22][CH2:23][CH2:24][CH3:25])[C@@H:17]([CH2:26][CH2:27][CH:28]([CH3:30])[CH3:29])[C@H:16]([CH3:31])[O:15][C:14]2=[O:32])=[O:11])=[N:4][CH:5]=[CH:6][C:7]=1[O:8][CH3:9].[C:33](Cl)(=[O:35])[CH3:34]. The catalyst is C(Cl)Cl. The product is [C:33]([O:1][C:2]1[C:3]([C:10](=[O:11])[NH:12][C@H:13]2[CH2:21][CH2:20][CH2:19][C@H:18]([O:22][CH2:23][CH2:24][CH3:25])[C@@H:17]([CH2:26][CH2:27][CH:28]([CH3:30])[CH3:29])[C@H:16]([CH3:31])[O:15][C:14]2=[O:32])=[N:4][CH:5]=[CH:6][C:7]=1[O:8][CH3:9])(=[O:35])[CH3:34]. The yield is 0.900. (6) The reactants are OO.O.[OH-].[Li+].[CH2:6]([O:26][C@@H:27]([CH2:43][CH3:44])[C:28](N1[C@@H](C)[C@@H](C2C=CC=CC=2)OC1=O)=[O:29])[CH2:7][CH2:8][CH2:9]/[CH:10]=[CH:11]\[CH2:12]/[CH:13]=[CH:14]\[CH2:15]/[CH:16]=[CH:17]\[CH2:18]/[CH:19]=[CH:20]\[CH2:21]/[CH:22]=[CH:23]\[CH2:24][CH3:25].[O-:45]S([O-])=O.[Na+].[Na+].Cl. The catalyst is O1CCCC1.O. The product is [CH2:6]([O:26][C@@H:27]([CH2:43][CH3:44])[C:28]([OH:29])=[O:45])[CH2:7][CH2:8][CH2:9]/[CH:10]=[CH:11]\[CH2:12]/[CH:13]=[CH:14]\[CH2:15]/[CH:16]=[CH:17]\[CH2:18]/[CH:19]=[CH:20]\[CH2:21]/[CH:22]=[CH:23]\[CH2:24][CH3:25]. The yield is 0.600. (7) The reactants are [Cl:1][C:2]1[CH:3]=[C:4]([C:9]2([CH:13]([O:21][CH3:22])[CH2:14][N:15]3[CH2:20][CH2:19][CH2:18][CH2:17][CH2:16]3)[CH2:12][CH2:11][CH2:10]2)[CH:5]=[CH:6][C:7]=1[Cl:8].Cl. The catalyst is O1CCOCC1. The product is [Cl-:1].[Cl:1][C:2]1[CH:3]=[C:4]([C:9]2([CH:13]([O:21][CH3:22])[CH2:14][NH+:15]3[CH2:16][CH2:17][CH2:18][CH2:19][CH2:20]3)[CH2:10][CH2:11][CH2:12]2)[CH:5]=[CH:6][C:7]=1[Cl:8]. The yield is 0.600.